From a dataset of Full USPTO retrosynthesis dataset with 1.9M reactions from patents (1976-2016). Predict the reactants needed to synthesize the given product. (1) Given the product [NH2:8][C:9]1[C:18]2[C:13](=[C:14]([O:5][CH2:4][CH2:3][O:2][CH3:1])[C:15]([N:19]3[C:27]4[CH2:26][C:25]([CH3:29])([CH3:28])[CH2:24][C:23](=[O:30])[C:22]=4[C:21]([CH3:31])=[CH:20]3)=[CH:16][CH:17]=2)[N:12]=[CH:11][N:10]=1, predict the reactants needed to synthesize it. The reactants are: [CH3:1][O:2][CH2:3][CH2:4][OH:5].[H-].[Na+].[NH2:8][C:9]1[C:18]2[C:13](=[C:14](F)[C:15]([N:19]3[C:27]4[CH2:26][C:25]([CH3:29])([CH3:28])[CH2:24][C:23](=[O:30])[C:22]=4[C:21]([CH3:31])=[CH:20]3)=[CH:16][CH:17]=2)[N:12]=[CH:11][N:10]=1. (2) Given the product [F:1][C:2]1[CH:27]=[CH:26][CH:25]=[C:24]([F:28])[C:3]=1[C:4]([NH:6][C:7]1[CH:11]=[CH:10][N:9]([CH2:12][C:13]2[CH:18]=[CH:17][C:16]([CH2:31][CH:30]([CH3:33])[CH3:32])=[CH:15][C:14]=2[C:20]([F:23])([F:22])[F:21])[N:8]=1)=[O:5], predict the reactants needed to synthesize it. The reactants are: [F:1][C:2]1[CH:27]=[CH:26][CH:25]=[C:24]([F:28])[C:3]=1[C:4]([NH:6][C:7]1[CH:11]=[CH:10][N:9]([CH2:12][C:13]2[CH:18]=[CH:17][C:16](I)=[CH:15][C:14]=2[C:20]([F:23])([F:22])[F:21])[N:8]=1)=[O:5].[Br-].[C:30]([Zn+])([CH3:33])([CH3:32])[CH3:31].